Dataset: Full USPTO retrosynthesis dataset with 1.9M reactions from patents (1976-2016). Task: Predict the reactants needed to synthesize the given product. (1) Given the product [Cl:25][C:26]1[N:30]2[CH:31]=[C:32]([C:39]3[CH:43]=[CH:42][O:41][CH:40]=3)[CH:33]=[C:34]([C:35]([F:36])([F:38])[F:37])[C:29]2=[N:28][C:27]=1[C:44]([N:55]1[CH2:56][CH2:57][CH:52]([O:51][CH2:50][CH2:49][CH:48]([CH3:58])[CH3:47])[CH2:53][CH2:54]1)=[O:45], predict the reactants needed to synthesize it. The reactants are: CN(C(ON1N=NC2C=CC=NC1=2)=[N+](C)C)C.F[P-](F)(F)(F)(F)F.[Cl:25][C:26]1[N:30]2[CH:31]=[C:32]([C:39]3[CH:43]=[CH:42][O:41][CH:40]=3)[CH:33]=[C:34]([C:35]([F:38])([F:37])[F:36])[C:29]2=[N:28][C:27]=1[C:44](O)=[O:45].[CH3:47][CH:48]([CH3:58])[CH2:49][CH2:50][O:51][CH:52]1[CH2:57][CH2:56][NH:55][CH2:54][CH2:53]1. (2) Given the product [CH:32]1([CH2:31][O:30][C:22]2[CH:23]=[C:24]([O:28][CH3:29])[C:25]([F:27])=[CH:26][C:21]=2[C:20]2[CH:19]=[CH:18][N:17]=[C:16]3[C:12]([C:10]([NH:9][C@H:6]4[CH2:7][CH2:8][C@@H:3]([NH:2][C:40](=[O:39])[CH2:41][OH:42])[CH2:4][CH2:5]4)=[O:11])=[C:13]([CH3:35])[NH:14][C:15]=23)[CH2:33][CH2:34]1, predict the reactants needed to synthesize it. The reactants are: Cl.[NH2:2][C@@H:3]1[CH2:8][CH2:7][C@H:6]([NH:9][C:10]([C:12]2[C:16]3=[N:17][CH:18]=[CH:19][C:20]([C:21]4[CH:26]=[C:25]([F:27])[C:24]([O:28][CH3:29])=[CH:23][C:22]=4[O:30][CH2:31][CH:32]4[CH2:34][CH2:33]4)=[C:15]3[NH:14][C:13]=2[CH3:35])=[O:11])[CH2:5][CH2:4]1.C([O:39][CH2:40][C:41](Cl)=[O:42])(=O)C. (3) Given the product [C:16]([NH:1][CH2:2][CH2:3][C:4]1[CH:10]=[CH:9][C:7]([NH2:8])=[CH:6][CH:5]=1)([O:15][C:12]([CH3:14])([CH3:13])[CH3:11])=[O:17], predict the reactants needed to synthesize it. The reactants are: [NH2:1][CH2:2][CH2:3][C:4]1[CH:10]=[CH:9][C:7]([NH2:8])=[CH:6][CH:5]=1.[CH3:11][C:12]([O:15][C:16](O[C:16]([O:15][C:12]([CH3:14])([CH3:13])[CH3:11])=[O:17])=[O:17])([CH3:14])[CH3:13]. (4) Given the product [CH3:6][CH:7]1[NH:14][C:12](=[O:13])[CH2:11][CH2:10][O:9][CH2:8]1, predict the reactants needed to synthesize it. The reactants are: CS(O)(=O)=O.[CH3:6][CH:7]1[C:12](=[O:13])[CH2:11][CH2:10][O:9][CH2:8]1.[N-:14]=[N+]=[N-].[Na+]. (5) Given the product [CH2:8]([O:10][C:11](=[O:27])[C:12]1[CH:17]=[C:16]([C:18]([F:19])([F:21])[F:20])[C:15]([CH:22]=[O:25])=[CH:14][C:13]=1[NH2:26])[CH3:9], predict the reactants needed to synthesize it. The reactants are: O.I([O-])(=O)(=O)=O.[Na+].[CH2:8]([O:10][C:11](=[O:27])[C:12]1[CH:17]=[C:16]([C:18]([F:21])([F:20])[F:19])[C:15]([CH:22]([OH:25])CO)=[CH:14][C:13]=1[NH2:26])[CH3:9]. (6) Given the product [CH2:1]([O:8][C:9]([N:11]1[CH2:16][CH2:15][CH2:14][CH:13]([C:17](=[O:18])[NH:20][C:21]2[CH:30]=[CH:29][CH:28]=[C:23]([C:24]([O:26][CH3:27])=[O:25])[C:22]=2[OH:31])[CH2:12]1)=[O:10])[C:2]1[CH:7]=[CH:6][CH:5]=[CH:4][CH:3]=1, predict the reactants needed to synthesize it. The reactants are: [CH2:1]([O:8][C:9]([N:11]1[CH2:16][CH2:15][CH2:14][CH:13]([C:17](Cl)=[O:18])[CH2:12]1)=[O:10])[C:2]1[CH:7]=[CH:6][CH:5]=[CH:4][CH:3]=1.[NH2:20][C:21]1[C:22]([OH:31])=[C:23]([CH:28]=[CH:29][CH:30]=1)[C:24]([O:26][CH3:27])=[O:25]. (7) The reactants are: [N+:1]([CH3:4])([O-:3])=[O:2].CN(C)C(=N)N(C)C.Cl[Si:14]([CH3:17])([CH3:16])[CH3:15].N1C=CN=[CH:19]1.[SiH3]C1NC=CN=1.CC[O:31][CH2:32][CH3:33]. Given the product [CH3:19][C:32]([CH3:33])([O:31][Si:14]([CH3:17])([CH3:16])[CH3:15])[CH2:4][N+:1]([O-:3])=[O:2], predict the reactants needed to synthesize it.